This data is from Forward reaction prediction with 1.9M reactions from USPTO patents (1976-2016). The task is: Predict the product of the given reaction. (1) Given the reactants Cl.[C:2]1([CH3:23])[CH:7]=[CH:6][C:5]([C@@H:8]2[NH:14][CH2:13][C:12]3[CH:15]=[CH:16][C:17]([C:19]([O:21][CH3:22])=[O:20])=[CH:18][C:11]=3[O:10][CH2:9]2)=[CH:4][CH:3]=1.CCN(CC)CC.[N:31]1([C:37](Cl)=[O:38])[CH2:36][CH2:35][O:34][CH2:33][CH2:32]1, predict the reaction product. The product is: [N:31]1([C:37]([N:14]2[CH2:13][C:12]3[CH:15]=[CH:16][C:17]([C:19]([O:21][CH3:22])=[O:20])=[CH:18][C:11]=3[O:10][CH2:9][C@@H:8]2[C:5]2[CH:6]=[CH:7][C:2]([CH3:23])=[CH:3][CH:4]=2)=[O:38])[CH2:36][CH2:35][O:34][CH2:33][CH2:32]1. (2) The product is: [CH3:3][O:4][C:5]1[CH:51]=[C:50]([O:52][CH3:53])[CH:49]=[CH:48][C:6]=1[CH2:7][N:8]([C:43]1[S:47][N:46]=[CH:45][N:44]=1)[S:9]([C:12]1[C:41]([F:42])=[CH:40][C:15]2[N:16]([C@@H:20]([C:22]3[CH:27]=[CH:26][CH:25]=[CH:24][C:23]=3[C:28]3([F:60])[CH2:31][N:30]([C:32]([O:34][C:35]([CH3:38])([CH3:37])[CH3:36])=[O:33])[CH2:29]3)[CH3:21])[C:17](=[O:19])[O:18][C:14]=2[CH:13]=1)(=[O:10])=[O:11]. Given the reactants N#N.[CH3:3][O:4][C:5]1[CH:51]=[C:50]([O:52][CH3:53])[CH:49]=[CH:48][C:6]=1[CH2:7][N:8]([C:43]1[S:47][N:46]=[CH:45][N:44]=1)[S:9]([C:12]1[C:41]([F:42])=[CH:40][C:15]2[N:16]([C@@H:20]([C:22]3[CH:27]=[CH:26][CH:25]=[CH:24][C:23]=3[C:28]3(O)[CH2:31][N:30]([C:32]([O:34][C:35]([CH3:38])([CH3:37])[CH3:36])=[O:33])[CH2:29]3)[CH3:21])[C:17](=[O:19])[O:18][C:14]=2[CH:13]=1)(=[O:11])=[O:10].CCN(S(F)(F)[F:60])CC, predict the reaction product. (3) Given the reactants [C:1]([O:5][C:6]([C:8]1[C:16]2[CH2:15][CH:14]([CH2:17][NH2:18])[N:13]([CH2:19][C:20]3[CH:25]=[CH:24][C:23]([O:26][CH3:27])=[CH:22][CH:21]=3)[CH2:12][C:11]=2[S:10][C:9]=1[NH2:28])=[O:7])([CH3:4])([CH3:3])[CH3:2].C(N(CC)CC)C.[C:36](Cl)(=[O:43])[C:37]1[CH:42]=[CH:41][CH:40]=[CH:39][CH:38]=1, predict the reaction product. The product is: [C:1]([O:5][C:6]([C:8]1[C:16]2[CH2:15][CH:14]([CH2:17][NH:18][C:36](=[O:43])[C:37]3[CH:42]=[CH:41][CH:40]=[CH:39][CH:38]=3)[N:13]([CH2:19][C:20]3[CH:21]=[CH:22][C:23]([O:26][CH3:27])=[CH:24][CH:25]=3)[CH2:12][C:11]=2[S:10][C:9]=1[NH2:28])=[O:7])([CH3:4])([CH3:3])[CH3:2]. (4) Given the reactants [CH2:1]([O:19][C:20]1[CH:21]=[C:22]([CH:25]=[C:26]([O:47][CH2:48][CH2:49][CH2:50][CH2:51][CH2:52][CH2:53][CH2:54][CH2:55][CH2:56][CH2:57][CH2:58][CH2:59][CH2:60][CH2:61][CH2:62][CH2:63][CH2:64][CH3:65])[C:27]=1[O:28][CH2:29][CH2:30][CH2:31][CH2:32][CH2:33][CH2:34][CH2:35][CH2:36][CH2:37][CH2:38][CH2:39][CH2:40][CH2:41][CH2:42][CH2:43][CH2:44][CH2:45][CH3:46])[CH2:23]Cl)[CH2:2][CH2:3][CH2:4][CH2:5][CH2:6][CH2:7][CH2:8][CH2:9][CH2:10][CH2:11][CH2:12][CH2:13][CH2:14][CH2:15][CH2:16][CH2:17][CH3:18].[OH:66][C:67]1[CH:74]=[C:73]([O:75][CH3:76])[CH:72]=[CH:71][C:68]=1[CH:69]=[O:70].C(=O)([O-])[O-].[K+].[K+], predict the reaction product. The product is: [CH3:76][O:75][C:73]1[CH:72]=[CH:71][C:68]([CH:69]=[O:70])=[C:67]([O:66][CH2:23][C:22]2[CH:21]=[C:20]([O:19][CH2:1][CH2:2][CH2:3][CH2:4][CH2:5][CH2:6][CH2:7][CH2:8][CH2:9][CH2:10][CH2:11][CH2:12][CH2:13][CH2:14][CH2:15][CH2:16][CH2:17][CH3:18])[C:27]([O:28][CH2:29][CH2:30][CH2:31][CH2:32][CH2:33][CH2:34][CH2:35][CH2:36][CH2:37][CH2:38][CH2:39][CH2:40][CH2:41][CH2:42][CH2:43][CH2:44][CH2:45][CH3:46])=[C:26]([O:47][CH2:48][CH2:49][CH2:50][CH2:51][CH2:52][CH2:53][CH2:54][CH2:55][CH2:56][CH2:57][CH2:58][CH2:59][CH2:60][CH2:61][CH2:62][CH2:63][CH2:64][CH3:65])[CH:25]=2)[CH:74]=1. (5) The product is: [F:1][C:2]([F:28])([F:29])[C:3]1[CH:23]=[C:22]([C:24]([F:27])([F:26])[F:25])[CH:21]=[CH:20][C:4]=1[CH2:5][O:6][C:7]1[CH:14]=[CH:13][C:10](/[CH:11]=[C:36]2/[C:32]([NH:31][CH3:30])=[N:33][C:34](=[O:37])[S:35]/2)=[CH:9][C:8]=1[O:15][CH2:16][CH:17]([CH3:19])[CH3:18]. Given the reactants [F:1][C:2]([F:29])([F:28])[C:3]1[CH:23]=[C:22]([C:24]([F:27])([F:26])[F:25])[CH:21]=[CH:20][C:4]=1[CH2:5][O:6][C:7]1[CH:14]=[CH:13][C:10]([CH:11]=O)=[CH:9][C:8]=1[O:15][CH2:16][CH:17]([CH3:19])[CH3:18].[CH3:30][NH:31][C:32]1[CH2:36][S:35][C:34](=[O:37])[N:33]=1.CC(C)([O-])C.[K+], predict the reaction product. (6) Given the reactants [CH:1]([N:4]1[CH2:9][CH2:8][N:7]([C:10]([C:12]2[CH:13]=[C:14]3[C:18](=[CH:19][CH:20]=2)[NH:17][C:16]([C:21](O)=[O:22])=[CH:15]3)=[O:11])[CH2:6][CH2:5]1)([CH3:3])[CH3:2].Cl.F[B-](F)(F)F.N1(OC(N(C)C)=[N+](C)C)C2C=CC=CC=2N=N1.[F:47][C:48]1([F:54])[CH2:53][CH2:52][NH:51][CH2:50][CH2:49]1.C(N(CC)C(C)C)(C)C, predict the reaction product. The product is: [F:47][C:48]1([F:54])[CH2:53][CH2:52][N:51]([C:21]([C:16]2[NH:17][C:18]3[C:14]([CH:15]=2)=[CH:13][C:12]([C:10]([N:7]2[CH2:8][CH2:9][N:4]([CH:1]([CH3:3])[CH3:2])[CH2:5][CH2:6]2)=[O:11])=[CH:20][CH:19]=3)=[O:22])[CH2:50][CH2:49]1. (7) Given the reactants [NH2:1][C:2]1[N:7]=[CH:6][C:5]([C:8]2[CH:9]=[C:10]([OH:14])[CH:11]=[CH:12][CH:13]=2)=[CH:4][C:3]=1[C:15]1[S:16][C:17]2[CH:23]=[CH:22][CH:21]=[CH:20][C:18]=2[N:19]=1.C(=O)([O-])[O-].[K+].[K+].[CH3:30][O:31][C:32](=[O:35])[CH2:33]Cl.CCOC(C)=O, predict the reaction product. The product is: [NH2:1][C:2]1[N:7]=[CH:6][C:5]([C:8]2[CH:9]=[C:10]([CH:11]=[CH:12][CH:13]=2)[O:14][CH2:33][C:32]([O:31][CH3:30])=[O:35])=[CH:4][C:3]=1[C:15]1[S:16][C:17]2[CH:23]=[CH:22][CH:21]=[CH:20][C:18]=2[N:19]=1. (8) Given the reactants N([C:9]([O:11][CH:12]([CH3:14])[CH3:13])=O)=NC(OC(C)C)=O.NC1C=CC([CH2:20][OH:21])=CC=1.[CH3:24]C([C@H](NC(OCC1C=CC=CC=1)=O)C(ON1C(=O)CCC1=O)=O)C.N[C@H:50]([C:58]([OH:60])=O)[CH2:51][CH2:52][CH2:53]NC(N)=O.CC(N)C(O)C1C=CC=CC=1.C[C@@H]1O[C@@H](O[C@@H]2C3=C(O)C4C(=O)C5C(=CC=CC=5OC)C(=O)C=4C(O)=C3C[C@@](O)(C(CO)=O)C2)C[C@H](N)[C@@H]1O.CC1[C@@H](OC([C@H](O)[C@@H](NC(C2C=CC=CC=2)=O)C2C=CC=CC=2)=O)C[C@]2(O)C(C)(C)C=1[C@@H](OC(C)=O)C([C@@:117]1(C)[C@H:122]([C@@H]2OC(C2C=CC=CC=2)=O)[C@:121]2([O:163]C(C)=O)[CH2:161][O:162][C@@H:120]2[CH2:119][C@@H:118]1O)=O.CC1C(=O)C2N3[C@@](OC)([C@H](COC(N)=O)C=2C(=O)C=1N)[C@H]1N[C@H]1C3, predict the reaction product. The product is: [CH3:161][O:162][C:120]1[CH:119]=[CH:118][C:117](/[CH:53]=[CH:52]\[C:51]2[CH:50]=[C:58]([O:60][CH3:24])[C:13]([O:21][CH3:20])=[C:12]([O:11][CH3:9])[CH:14]=2)=[CH:122][C:121]=1[OH:163]. (9) Given the reactants [C:1]([O:5][C:6]([N:8]1[CH2:12][CH:11]([O:13][CH2:14][C:15]2[CH:20]=[CH:19][C:18]([F:21])=[CH:17][CH:16]=2)[CH:10]2[N:22]([C:25](=[O:42])[CH:26]([NH:31]C(OCC3C=CC=CC=3)=O)[C:27]([CH3:30])([CH3:29])[CH3:28])[CH2:23][CH2:24][CH:9]12)=[O:7])([CH3:4])([CH3:3])[CH3:2], predict the reaction product. The product is: [C:1]([O:5][C:6]([N:8]1[CH2:12][CH:11]([O:13][CH2:14][C:15]2[CH:20]=[CH:19][C:18]([F:21])=[CH:17][CH:16]=2)[CH:10]2[N:22]([C:25](=[O:42])[CH:26]([NH2:31])[C:27]([CH3:30])([CH3:29])[CH3:28])[CH2:23][CH2:24][CH:9]12)=[O:7])([CH3:4])([CH3:2])[CH3:3].